Dataset: Forward reaction prediction with 1.9M reactions from USPTO patents (1976-2016). Task: Predict the product of the given reaction. (1) Given the reactants [CH:1]([C:3]1[CH:8]=[CH:7][CH:6]=[CH:5][C:4]=1[CH2:9][CH2:10][CH2:11][NH:12][C:13](=[O:19])[O:14][C:15]([CH3:18])([CH3:17])[CH3:16])=[O:2].[CH3:20][Mg]Br, predict the reaction product. The product is: [OH:2][C@H:1]([C:3]1[CH:8]=[CH:7][CH:6]=[CH:5][C:4]=1[CH2:9][CH2:10][CH2:11][NH:12][C:13](=[O:19])[O:14][C:15]([CH3:16])([CH3:18])[CH3:17])[CH3:20]. (2) Given the reactants [NH2:1][C:2]1[CH:3]=[C:4]([S:9]([NH:12][C@H:13]2[CH2:18][CH2:17][C@H:16]([C:19]([O:21][CH3:22])=[O:20])[CH2:15][CH2:14]2)(=[O:11])=[O:10])[CH:5]=[CH:6][C:7]=1[Cl:8].[CH:23](=O)[CH3:24].C(O[BH-](OC(=O)C)OC(=O)C)(=O)C.[Na+], predict the reaction product. The product is: [Cl:8][C:7]1[CH:6]=[CH:5][C:4]([S:9]([NH:12][C@H:13]2[CH2:14][CH2:15][C@H:16]([C:19]([O:21][CH3:22])=[O:20])[CH2:17][CH2:18]2)(=[O:10])=[O:11])=[CH:3][C:2]=1[NH:1][CH2:23][CH3:24]. (3) Given the reactants [N:1]1([C:7]([O:9][C:10]([CH3:13])([CH3:12])[CH3:11])=[O:8])[CH2:6][CH2:5][NH:4][CH2:3][CH2:2]1.[C:14]1([C:20]2[S:21][CH:22]=[C:23]([C:25](O)=[O:26])[N:24]=2)[CH:19]=[CH:18][CH:17]=[CH:16][CH:15]=1, predict the reaction product. The product is: [C:14]1([C:20]2[S:21][CH:22]=[C:23]([C:25]([N:4]3[CH2:5][CH2:6][N:1]([C:7]([O:9][C:10]([CH3:13])([CH3:12])[CH3:11])=[O:8])[CH2:2][CH2:3]3)=[O:26])[N:24]=2)[CH:15]=[CH:16][CH:17]=[CH:18][CH:19]=1. (4) Given the reactants [CH3:1][C:2]([CH3:5])([O-])[CH3:3].[K+].[CH3:7][O:8][C:9]1[N:14]=[CH:13][C:12]([CH:15]=O)=[CH:11][CH:10]=1.[C:17]([O:20][CH2:21]C)(=[O:19])[CH3:18].[OH2:23], predict the reaction product. The product is: [CH3:21][O:20][C:17](=[O:19])[C:18]([NH:14][C:9]([O:8][CH2:1][C:2]1[CH:5]=[CH:12][CH:11]=[CH:10][CH:3]=1)=[O:23])=[CH:15][C:12]1[CH:13]=[N:14][C:9]([O:8][CH3:7])=[CH:10][CH:11]=1. (5) Given the reactants [F:1][C:2]1[CH:7]=[CH:6][C:5]([CH:8]([O:16][C:17]2[CH:18]=[CH:19][C:20]([CH2:27][CH2:28][C:29]3[CH:34]=[CH:33][C:32]([F:35])=[CH:31][CH:30]=3)=[C:21]([CH:26]=2)[C:22]([O:24]C)=[O:23])[CH2:9][N:10]2[CH:14]=[CH:13][N:12]=[C:11]2[CH3:15])=[CH:4][CH:3]=1.[OH-].[Na+], predict the reaction product. The product is: [F:1][C:2]1[CH:7]=[CH:6][C:5]([CH:8]([O:16][C:17]2[CH:18]=[CH:19][C:20]([CH2:27][CH2:28][C:29]3[CH:30]=[CH:31][C:32]([F:35])=[CH:33][CH:34]=3)=[C:21]([CH:26]=2)[C:22]([OH:24])=[O:23])[CH2:9][N:10]2[CH:14]=[CH:13][N:12]=[C:11]2[CH3:15])=[CH:4][CH:3]=1.